This data is from Forward reaction prediction with 1.9M reactions from USPTO patents (1976-2016). The task is: Predict the product of the given reaction. (1) The product is: [C:1]([O:5][C:6]([N:8]1[CH2:13][CH2:12][CH:11]([CH2:14][N:16]2[CH2:20][CH2:19][CH2:18][CH2:17]2)[CH2:10][CH2:9]1)=[O:7])([CH3:4])([CH3:3])[CH3:2]. Given the reactants [C:1]([O:5][C:6]([N:8]1[CH2:13][CH2:12][CH:11]([CH:14]=O)[CH2:10][CH2:9]1)=[O:7])([CH3:4])([CH3:3])[CH3:2].[NH:16]1[CH2:20][CH2:19][CH2:18][CH2:17]1.C(O[BH-](OC(=O)C)OC(=O)C)(=O)C.[Na+].[OH-].[Na+], predict the reaction product. (2) Given the reactants [Cl:1][C:2]1[CH:7]=[CH:6][C:5]([C:8]2[S:9][CH:10]=[C:11]([CH2:13][C:14]#[N:15])[N:12]=2)=[CH:4][CH:3]=1.Cl.Cl[CH2:18][CH2:19][N:20]([CH2:22][CH2:23]Cl)[CH3:21], predict the reaction product. The product is: [Cl:1][C:2]1[CH:3]=[CH:4][C:5]([C:8]2[S:9][CH:10]=[C:11]([C:13]3([C:14]#[N:15])[CH2:23][CH2:22][N:20]([CH3:21])[CH2:19][CH2:18]3)[N:12]=2)=[CH:6][CH:7]=1. (3) Given the reactants [CH3:1][C:2]1[C:3](OS(C(F)(F)F)(=O)=O)=[C:4]([CH:9]=[C:10]([CH2:13][C:14]2[CH:19]=[CH:18][C:17]([C:20]3[CH:24]=[CH:23][N:22]([CH3:25])[N:21]=3)=[CH:16][CH:15]=2)[C:11]=1[CH3:12])[C:5]([O:7][CH3:8])=[O:6].[CH2:34](C([Sn])=C(CCCC)CCCC)[CH2:35]CC.[Cl-].[Li+].[F-].[K+], predict the reaction product. The product is: [CH3:1][C:2]1[C:3]([CH:34]=[CH2:35])=[C:4]([CH:9]=[C:10]([CH2:13][C:14]2[CH:19]=[CH:18][C:17]([C:20]3[CH:24]=[CH:23][N:22]([CH3:25])[N:21]=3)=[CH:16][CH:15]=2)[C:11]=1[CH3:12])[C:5]([O:7][CH3:8])=[O:6]. (4) Given the reactants [CH3:1][C:2]1([C:7]2[S:11][C:10]([CH2:12][N:13]3[CH:17]=[CH:16][C:15]([NH2:18])=[N:14]3)=[CH:9][CH:8]=2)[O:6]CCO1.[CH3:19][N:20]([CH3:35])[C:21]1[CH:22]=[C:23]([C:27]2[O:31][CH:30]=[N:29][C:28]=2[C:32](O)=[O:33])[CH:24]=[CH:25][CH:26]=1, predict the reaction product. The product is: [C:2]([C:7]1[S:11][C:10]([CH2:12][N:13]2[CH:17]=[CH:16][C:15]([NH:18][C:32]([C:28]3[N:29]=[CH:30][O:31][C:27]=3[C:23]3[CH:24]=[CH:25][CH:26]=[C:21]([N:20]([CH3:35])[CH3:19])[CH:22]=3)=[O:33])=[N:14]2)=[CH:9][CH:8]=1)(=[O:6])[CH3:1]. (5) Given the reactants [CH2:1]([O:3][C:4](=[O:10])[CH2:5][CH2:6][N+:7]([O-:9])=[O:8])[CH3:2].[Na].[CH3:12][O:13][C:14]1[CH:19]=[CH:18][CH:17]=[C:16]([CH:20]=O)[C:15]=1[CH:22]=O.Cl, predict the reaction product. The product is: [CH2:1]([O:3][C:4]([C:5]1[C:6]([N+:7]([O-:9])=[O:8])=[CH:20][C:16]2[C:15](=[C:14]([O:13][CH3:12])[CH:19]=[CH:18][CH:17]=2)[CH:22]=1)=[O:10])[CH3:2]. (6) Given the reactants [NH2:1][C:2]1[C:3]([CH3:19])=[CH:4][C:5]2[N:6]([CH:16]([CH3:18])[CH3:17])[C:7]3[C:12]([C:13]=2[C:14]=1[CH3:15])=[CH:11][CH:10]=[CH:9][CH:8]=3.Cl[C:21]([O:23][C:24]1[CH:29]=[CH:28][CH:27]=[CH:26][CH:25]=1)=[O:22].C(N(CC)CC)C, predict the reaction product. The product is: [CH3:4][CH2:3][CH2:2][CH:14]([CH3:15])[CH3:13].[O:23]([C:21]([NH:1][C:2]1[C:3]([CH3:19])=[CH:4][C:5]2[N:6]([CH:16]([CH3:17])[CH3:18])[C:7]3[C:12]([C:13]=2[C:14]=1[CH3:15])=[CH:11][CH:10]=[CH:9][CH:8]=3)=[O:22])[C:24]1[CH:29]=[CH:28][CH:27]=[CH:26][CH:25]=1. (7) Given the reactants C([C:3]1[CH:30]=[CH:29][C:6]2[C:7]([I:28])=[C:8]([C:10]3[CH:15]=[CH:14][C:13]([C:16]4([NH:20][C:21](=[O:27])[O:22][C:23]([CH3:26])([CH3:25])[CH3:24])[CH2:19][CH2:18][CH2:17]4)=[CH:12][CH:11]=3)[O:9][C:5]=2[CH:4]=1)#N.[C:31](C1C=CC(OC)=C(C#CC2C=CC(C3(NC(=O)OC(C)(C)C)CCC3)=CC=2)C=1)#[N:32], predict the reaction product. The product is: [C:31]([C:30]1[CH:3]=[CH:4][C:5]2[O:9][C:8]([C:10]3[CH:15]=[CH:14][C:13]([C:16]4([NH:20][C:21](=[O:27])[O:22][C:23]([CH3:26])([CH3:25])[CH3:24])[CH2:19][CH2:18][CH2:17]4)=[CH:12][CH:11]=3)=[C:7]([I:28])[C:6]=2[CH:29]=1)#[N:32].